From a dataset of Peptide-MHC class I binding affinity with 185,985 pairs from IEDB/IMGT. Regression. Given a peptide amino acid sequence and an MHC pseudo amino acid sequence, predict their binding affinity value. This is MHC class I binding data. (1) The peptide sequence is VVAIDYRHY. The MHC is Patr-B0101 with pseudo-sequence Patr-B0101. The binding affinity (normalized) is 0. (2) The peptide sequence is TEMYIMYAM. The MHC is HLA-A66:01 with pseudo-sequence HLA-A66:01. The binding affinity (normalized) is 0.213. (3) The peptide sequence is ILLAIAMGL. The MHC is HLA-A02:01 with pseudo-sequence HLA-A02:01. The binding affinity (normalized) is 1.00. (4) The peptide sequence is ALVSEVTEV. The MHC is HLA-A02:12 with pseudo-sequence HLA-A02:12. The binding affinity (normalized) is 0.851.